From a dataset of Reaction yield outcomes from USPTO patents with 853,638 reactions. Predict the reaction yield, written as a fraction of the theoretical maximum amount of product (1.0 means a 100% yield; for example, 0.34 means a 34% yield). (1) The reactants are CC1C=CC(C([O:8][C@H:9]2[C:13]([Cl:15])([Cl:14])[CH:12]([N:16]3[CH:21]=[CH:20][C:19]([NH2:22])=[N:18][C:17]3=[O:23])[O:11][C@@H:10]2[CH2:24][O:25]C(=O)C2C=CC(C)=CC=2)=O)=CC=1.CO. The catalyst is N. The product is [NH2:22][C:19]1[CH:20]=[CH:21][N:16]([C@H:12]2[C:13]([Cl:15])([Cl:14])[C@H:9]([OH:8])[C@@H:10]([CH2:24][OH:25])[O:11]2)[C:17](=[O:23])[N:18]=1. The yield is 0.710. (2) The reactants are Br[C:2]1[CH:7]=[CH:6][N:5]=[C:4]([O:8][CH2:9][CH3:10])[CH:3]=1.[OH:11][CH2:12][C:13]1[CH:18]=[CH:17][C:16](B(O)O)=[CH:15][CH:14]=1.C(=O)([O-])[O-].[Na+].[Na+]. The catalyst is C1C=CC([P]([Pd]([P](C2C=CC=CC=2)(C2C=CC=CC=2)C2C=CC=CC=2)([P](C2C=CC=CC=2)(C2C=CC=CC=2)C2C=CC=CC=2)[P](C2C=CC=CC=2)(C2C=CC=CC=2)C2C=CC=CC=2)(C2C=CC=CC=2)C2C=CC=CC=2)=CC=1. The product is [CH2:9]([O:8][C:4]1[CH:3]=[C:2]([C:16]2[CH:17]=[CH:18][C:13]([CH2:12][OH:11])=[CH:14][CH:15]=2)[CH:7]=[CH:6][N:5]=1)[CH3:10]. The yield is 0.400. (3) The reactants are C(Cl)C[Cl:3].[NH2:5][C:6]1[N:11]=[CH:10][C:9]([CH:12]=[CH:13][C:14]([OH:16])=O)=[CH:8][CH:7]=1.[CH2:17]([O:19][C:20]1[C:28]([O:29][CH3:30])=[CH:27][CH:26]=[CH:25][C:21]=1[CH2:22]CN)[CH3:18].C1C=CC2N(O)N=[N:37][C:35]=2C=1.O.CCN(C(C)C)C(C)C.Cl. The catalyst is CN(C=O)C.O.C(Cl)Cl. The product is [ClH:3].[NH2:5][C:6]1[N:11]=[CH:10][C:9](/[CH:12]=[CH:13]/[C:14]([N:37]([CH2:22][C:21]2[CH:25]=[CH:26][CH:27]=[C:28]([O:29][CH3:30])[C:20]=2[O:19][CH2:17][CH3:18])[CH3:35])=[O:16])=[CH:8][CH:7]=1. The yield is 0.460. (4) The reactants are [C:1]([C:3]1[CH:10]=[CH:9][C:6]([C:7]#[N:8])=[CH:5][CH:4]=1)#[CH:2].[Cl:11][C:12]1[CH:17]=[CH:16][C:15](I)=[CH:14][CH:13]=1.N1CCC[C@H]1C(O)=O.O=C1O[C@H]([C@H](CO)O)C(O)=C1O.[N-:39]=[N+:40]=[N-:41].[Na+].[O-]S([O-])(=O)=O.[Na+].[Na+]. The catalyst is CS(C)=O.O.[O-]S([O-])(=O)=O.[Cu+2]. The product is [Cl:11][C:12]1[CH:17]=[CH:16][C:15]([N:39]2[CH:2]=[C:1]([C:3]3[CH:10]=[CH:9][C:6]([C:7]#[N:8])=[CH:5][CH:4]=3)[N:41]=[N:40]2)=[CH:14][CH:13]=1. The yield is 0.480. (5) The reactants are [C:1]([N:5]1[C:9](=[O:10])[C:8](Cl)=[C:7]([C:12]2[CH:17]=[CH:16][CH:15]=[CH:14][CH:13]=2)[S:6]1(=[O:19])=[O:18])([CH3:4])([CH3:3])[CH3:2].[CH2:20]([NH2:27])[C:21]1[CH:26]=[CH:25][CH:24]=[CH:23][CH:22]=1.CCOC(C)=O. The catalyst is CN(C=O)C. The product is [CH2:20]([NH:27][C:8]1[C:9](=[O:10])[N:5]([C:1]([CH3:4])([CH3:3])[CH3:2])[S:6](=[O:19])(=[O:18])[C:7]=1[C:12]1[CH:17]=[CH:16][CH:15]=[CH:14][CH:13]=1)[C:21]1[CH:26]=[CH:25][CH:24]=[CH:23][CH:22]=1. The yield is 0.510. (6) The reactants are [OH:1][C:2]1[C:3]([N+:12]([O-])=O)=[C:4]([CH:9]=[CH:10][CH:11]=1)[C:5]([O:7][CH3:8])=[O:6].O. The catalyst is C(O)(=O)C.C(O)C.[Fe]. The product is [NH2:12][C:3]1[C:2]([OH:1])=[CH:11][CH:10]=[CH:9][C:4]=1[C:5]([O:7][CH3:8])=[O:6]. The yield is 0.950. (7) The reactants are C1([NH:7][C:8]([C:10]2[C:11](=[O:29])[N:12]([CH2:22][C:23]3[CH:28]=[CH:27][CH:26]=[CH:25][CH:24]=3)[C:13]3[C:18]([C:19]=2O)=[CH:17][C:16]([F:21])=[CH:15][CH:14]=3)=O)CCCCC1.P(Cl)(Cl)([Cl:32])=O. No catalyst specified. The product is [CH2:22]([N:12]1[C:13]2[C:18](=[CH:17][C:16]([F:21])=[CH:15][CH:14]=2)[C:19]([Cl:32])=[C:10]([C:8]#[N:7])[C:11]1=[O:29])[C:23]1[CH:28]=[CH:27][CH:26]=[CH:25][CH:24]=1. The yield is 0.470. (8) The reactants are [C:1]([N:9]=[C:10]=[S:11])(=[O:8])[C:2]1[CH:7]=[CH:6][CH:5]=[CH:4][CH:3]=1.[N:12]#[C:13][NH2:14].Br[CH2:16][C:17]([O:19][CH3:20])=[O:18].N12CCCN=C1CCCCC2. The catalyst is O1CCCC1. The product is [NH2:12][C:13]1[N:14]=[C:10]([NH:9][C:1](=[O:8])[C:2]2[CH:7]=[CH:6][CH:5]=[CH:4][CH:3]=2)[S:11][C:16]=1[C:17]([O:19][CH3:20])=[O:18]. The yield is 0.0200. (9) The reactants are [Cl:1][C:2]1[CH:3]=[CH:4][C:5]([C:9]2[N:13]([CH2:14][CH:15]3[CH2:20][CH2:19][CH2:18][CH2:17][CH2:16]3)[C:12]3[CH:21]=[C:22]([F:26])[C:23]([F:25])=[CH:24][C:11]=3[N:10]=2)=[C:6]([OH:8])[CH:7]=1.C(=O)([O-])[O-].[Cs+].[Cs+].Br[CH2:34][CH:35]1[CH2:40][CH2:39][CH2:38][CH2:37][CH2:36]1. The catalyst is CC(C)=O. The product is [Cl:1][C:2]1[CH:3]=[CH:4][C:5]([C:9]2[N:13]([CH2:14][CH:15]3[CH2:16][CH2:17][CH2:18][CH2:19][CH2:20]3)[C:12]3[CH:21]=[C:22]([F:26])[C:23]([F:25])=[CH:24][C:11]=3[N:10]=2)=[C:6]([O:8][CH2:34][CH:35]2[CH2:40][CH2:39][CH2:38][CH2:37][CH2:36]2)[CH:7]=1. The yield is 0.560.